Predict the product of the given reaction. From a dataset of Forward reaction prediction with 1.9M reactions from USPTO patents (1976-2016). (1) Given the reactants C[O:2][C:3](=O)[C:4]1[CH:9]=[CH:8][C:7]([CH2:10][N:11]([CH2:13][CH2:14][CH2:15][CH2:16][N:17]([CH2:21][CH2:22][CH3:23])[CH2:18][CH2:19][CH3:20])[CH3:12])=[C:6]([Cl:24])[CH:5]=1.CC(C[AlH]CC(C)C)C.CCCCCC.C(OCC)(=O)C.C(C(C(C([O-])=O)O)O)([O-])=O.[K+].[Na+], predict the reaction product. The product is: [Cl:24][C:6]1[CH:5]=[C:4]([CH2:3][OH:2])[CH:9]=[CH:8][C:7]=1[CH2:10][N:11]([CH2:13][CH2:14][CH2:15][CH2:16][N:17]([CH2:18][CH2:19][CH3:20])[CH2:21][CH2:22][CH3:23])[CH3:12]. (2) Given the reactants O=[CH:2][CH2:3][CH2:4][CH2:5][CH2:6][CH2:7][C:8]([OH:10])=[O:9].[NH3:11].[H][H], predict the reaction product. The product is: [NH2:11][CH2:2][CH2:3][CH2:4][CH2:5][CH2:6][CH2:7][C:8]([OH:10])=[O:9]. (3) Given the reactants C(=O)([O-])[O-].[Cs+].[Cs+].FC(F)(F)S(O[C:13]1[CH:14]=[CH:15][C:16]2[O:20][C:19]([C:21]3[CH:26]=[CH:25][C:24]([F:27])=[CH:23][CH:22]=3)=[C:18]([C:28](=[O:31])[NH:29][CH3:30])[C:17]=2[CH:32]=1)(=O)=O.[C:35]([C:37]1[CH:38]=[C:39](B(O)O)[CH:40]=[CH:41][CH:42]=1)#[N:36].O1CCOCC1, predict the reaction product. The product is: [C:35]([C:37]1[CH:42]=[C:41]([C:13]2[CH:14]=[CH:15][C:16]3[O:20][C:19]([C:21]4[CH:22]=[CH:23][C:24]([F:27])=[CH:25][CH:26]=4)=[C:18]([C:28]([NH:29][CH3:30])=[O:31])[C:17]=3[CH:32]=2)[CH:40]=[CH:39][CH:38]=1)#[N:36]. (4) Given the reactants [NH2:1][C:2]1[CH:3]=[N:4][CH:5]=[CH:6][C:7]=1[C:8]([O:10][CH3:11])=[O:9].ClC(Cl)(O[C:16](=[O:22])OC(Cl)(Cl)Cl)Cl.[Br:24][C:25]1[CH:26]=[CH:27][C:28]([NH2:31])=[N:29][CH:30]=1, predict the reaction product. The product is: [Br:24][C:25]1[CH:26]=[CH:27][C:28]([NH:31][C:16]([NH:1][C:2]2[CH:3]=[N:4][CH:5]=[CH:6][C:7]=2[C:8]([O:10][CH3:11])=[O:9])=[O:22])=[N:29][CH:30]=1. (5) Given the reactants [Br:1][C:2]1[CH:11]=[CH:10][CH:9]=[C:8]2[C:3]=1[CH2:4][CH2:5][N:6]=[C:7]2[C:12]1[CH:17]=[CH:16][C:15]([C:18]([F:21])([F:20])[F:19])=[CH:14][CH:13]=1.CO.[BH4-].[Na+], predict the reaction product. The product is: [Br:1][C:2]1[CH:11]=[CH:10][CH:9]=[C:8]2[C:3]=1[CH2:4][CH2:5][NH:6][CH:7]2[C:12]1[CH:17]=[CH:16][C:15]([C:18]([F:19])([F:20])[F:21])=[CH:14][CH:13]=1. (6) Given the reactants [CH3:1][O:2][C:3]1[CH:4]=[C:5]([C:11]2[C@@H:20]3[C@@H:15]([CH2:16][CH2:17][CH2:18][CH2:19]3)[C:14](=[O:21])[N:13]([CH:22]3[CH2:27][CH2:26][N:25]([C:28](=[O:42])[C@H:29]([NH:34]C(=O)OC(C)(C)C)[C:30]([CH3:33])([CH3:32])[CH3:31])[CH2:24][CH2:23]3)[N:12]=2)[CH:6]=[CH:7][C:8]=1[O:9][CH3:10], predict the reaction product. The product is: [NH2:34][C@H:29]([C:30]([CH3:33])([CH3:32])[CH3:31])[C:28]([N:25]1[CH2:24][CH2:23][CH:22]([N:13]2[N:12]=[C:11]([C:5]3[CH:6]=[CH:7][C:8]([O:9][CH3:10])=[C:3]([O:2][CH3:1])[CH:4]=3)[C@@H:20]3[C@@H:15]([CH2:16][CH2:17][CH2:18][CH2:19]3)[C:14]2=[O:21])[CH2:27][CH2:26]1)=[O:42].